This data is from Reaction yield outcomes from USPTO patents with 853,638 reactions. The task is: Predict the reaction yield, written as a fraction of the theoretical maximum amount of product (1.0 means a 100% yield; for example, 0.34 means a 34% yield). (1) The reactants are [F:1][C:2]([F:8])([CH:5]([F:7])[F:6])[CH2:3][OH:4].[H-].[Na+].Cl[C:12]1[C:17]([Cl:18])=[CH:16][CH:15]=[CH:14][N:13]=1. The catalyst is C1COCC1. The product is [Cl:18][C:17]1[C:12]([O:4][CH2:3][C:2]([F:8])([F:1])[CH:5]([F:7])[F:6])=[N:13][CH:14]=[CH:15][CH:16]=1. The yield is 0.960. (2) The reactants are [Cl:1][C:2]1[CH:17]=[CH:16][C:15]([Cl:18])=[CH:14][C:3]=1[O:4][C:5]1[CH:13]=[CH:12][CH:11]=[CH:10][C:6]=1[C:7]([OH:9])=O.[F:19][C:20]1[CH:21]=[C:22]([CH3:30])[CH:23]=[C:24]2[C:29]=1[NH:28][CH2:27][CH2:26][CH2:25]2.C(N(CC)CC)C.[I-].ClC1C=CC=C[N+]=1C. The catalyst is ClCCl. The product is [Cl:1][C:2]1[CH:17]=[CH:16][C:15]([Cl:18])=[CH:14][C:3]=1[O:4][C:5]1[CH:13]=[CH:12][CH:11]=[CH:10][C:6]=1[C:7]([N:28]1[C:29]2[C:24](=[CH:23][C:22]([CH3:30])=[CH:21][C:20]=2[F:19])[CH2:25][CH2:26][CH2:27]1)=[O:9]. The yield is 0.270. (3) The reactants are C(=O)([O-])[O-].[K+].[K+].[NH:7]1[CH2:11][CH2:10][CH2:9][CH2:8]1.[CH3:12][S:13][CH2:14][CH2:15][CH:16]=O. No catalyst specified. The product is [CH3:12][S:13][CH2:14][CH:15]=[CH:16][N:7]1[CH2:11][CH2:10][CH2:9][CH2:8]1. The yield is 0.838. (4) The reactants are [Cl:1][C:2]1[C:46]([F:47])=[CH:45][CH:44]=[CH:43][C:3]=1[CH2:4][NH:5][C:6](=[O:42])[N:7]([C@H:9]([CH2:27][O:28][C:29](=[O:41])[NH:30][C:31]1[N:32]=[CH:33][C:34]2[C:39]([CH:40]=1)=[CH:38][CH:37]=[CH:36][CH:35]=2)[CH2:10][CH2:11][C:12]([N:14]1[CH2:19][CH2:18][N:17](C(OC(C)(C)C)=O)[CH2:16][CH2:15]1)=[O:13])[CH3:8].C(O)(C(F)(F)F)=O. The catalyst is C(Cl)Cl. The product is [CH:33]1[C:34]2[C:39](=[CH:38][CH:37]=[CH:36][CH:35]=2)[CH:40]=[C:31]([NH:30][C:29](=[O:41])[O:28][CH2:27][C@@H:9]([N:7]([CH3:8])[C:6]([NH:5][CH2:4][C:3]2[CH:43]=[CH:44][CH:45]=[C:46]([F:47])[C:2]=2[Cl:1])=[O:42])[CH2:10][CH2:11][C:12](=[O:13])[N:14]2[CH2:15][CH2:16][NH:17][CH2:18][CH2:19]2)[N:32]=1. The yield is 0.750.